This data is from hERG potassium channel inhibition data for cardiac toxicity prediction from Karim et al.. The task is: Regression/Classification. Given a drug SMILES string, predict its toxicity properties. Task type varies by dataset: regression for continuous values (e.g., LD50, hERG inhibition percentage) or binary classification for toxic/non-toxic outcomes (e.g., AMES mutagenicity, cardiotoxicity, hepatotoxicity). Dataset: herg_karim. (1) The molecule is Fc1ccc2c([C@@H]3CNCC[C@H]3F)c(-c3cccc4ccccc34)[nH]c2c1. The result is 1 (blocker). (2) The molecule is Cn1cnc(C(=O)N(Cc2cccc(OC(F)(F)F)c2)C2CC3CN(CC(O)c4ccccc4)CC3C2)c1. The result is 1 (blocker). (3) The compound is N#Cc1ccc(CCN2CC3CN(CCNS(=O)(=O)c4ccc(F)cc4)CC(C2)O3)cc1. The result is 0 (non-blocker). (4) The drug is CN(CCO)CC(=O)N1CCC(c2ccc(NC(=O)c3ncc(C#N)[nH]3)c(C3=CCCCC3)c2)CC1. The result is 0 (non-blocker). (5) The drug is Cn1nc(NCC(=O)NC2CN(C3CCC(O)(c4cncs4)CC3)C2)c2cc(C(F)(F)F)ccc21. The result is 0 (non-blocker).